This data is from Full USPTO retrosynthesis dataset with 1.9M reactions from patents (1976-2016). The task is: Predict the reactants needed to synthesize the given product. Given the product [Br:6][C:7]1[CH:14]=[CH:13][C:10]([CH2:11][N:1]2[CH2:5][CH2:4][CH2:3][CH2:2]2)=[C:9]([F:15])[CH:8]=1, predict the reactants needed to synthesize it. The reactants are: [NH:1]1[CH2:5][CH2:4][CH2:3][CH2:2]1.[Br:6][C:7]1[CH:14]=[CH:13][C:10]([CH2:11]Br)=[C:9]([F:15])[CH:8]=1.